This data is from HIV replication inhibition screening data with 41,000+ compounds from the AIDS Antiviral Screen. The task is: Binary Classification. Given a drug SMILES string, predict its activity (active/inactive) in a high-throughput screening assay against a specified biological target. (1) The drug is O=C1C(CO)=C(CO)C(=O)c2c(O)ccc(O)c21. The result is 0 (inactive). (2) The compound is Oc1ccc2c(c1)OCC1(O)Cc3cc(O)c(O)cc3C21. The result is 0 (inactive). (3) The drug is Cc1nc(O)c2c(n1)N(c1ccccc1)C(=C(C#N)c1nc3ccccc3[nH]1)S2. The result is 0 (inactive).